From a dataset of Full USPTO retrosynthesis dataset with 1.9M reactions from patents (1976-2016). Predict the reactants needed to synthesize the given product. (1) Given the product [CH3:32][S:33]([O:23][CH2:22][CH2:21][CH2:20][CH2:19][N:7]1[C:8](=[O:18])[C:9]2[N:10]([CH2:15][CH:16]=[CH2:17])[C:11]([Cl:14])=[N:12][C:13]=2[N:5]([CH2:1][CH2:2][CH2:3][CH3:4])[C:6]1=[O:24])(=[O:35])=[O:34], predict the reactants needed to synthesize it. The reactants are: [CH2:1]([N:5]1[C:13]2[N:12]=[C:11]([Cl:14])[N:10]([CH2:15][CH:16]=[CH2:17])[C:9]=2[C:8](=[O:18])[N:7]([CH2:19][CH2:20][CH2:21][CH2:22][OH:23])[C:6]1=[O:24])[CH2:2][CH2:3][CH3:4].C(N(CC)CC)C.[CH3:32][S:33](O[S:33]([CH3:32])(=[O:35])=[O:34])(=[O:35])=[O:34]. (2) Given the product [CH:1]([C:3]1[CH:4]=[C:5]2[C:13](=[CH:14][CH:15]=1)[C:12]1[O:11][N:10]=[C:9]([C:16]([O:18][CH3:19])=[O:17])[C:8]=1[CH2:7][CH2:6]2)=[O:24], predict the reactants needed to synthesize it. The reactants are: [CH:1]([C:3]1[CH:4]=[C:5]2[C:13](=[CH:14][CH:15]=1)[C:12]1[O:11][N:10]=[C:9]([C:16]([O:18][CH3:19])=[O:17])[C:8]=1[CH2:7][CH2:6]2)=C.C[N+]1([O-])CC[O:24]CC1.I([O-])(=O)(=O)=O.[Na+].